Predict the reactants needed to synthesize the given product. From a dataset of Full USPTO retrosynthesis dataset with 1.9M reactions from patents (1976-2016). (1) Given the product [CH3:23][C:18]1[C:17]([CH2:16][NH:2][CH:3]2[CH2:4][CH2:5][N:6]([CH2:9][C:10]([O:12][CH3:13])=[O:11])[CH2:7][CH2:8]2)=[CH:22][CH:21]=[CH:20][N:19]=1, predict the reactants needed to synthesize it. The reactants are: Cl.[NH2:2][CH:3]1[CH2:8][CH2:7][N:6]([CH2:9][C:10]([O:12][CH3:13])=[O:11])[CH2:5][CH2:4]1.Cl.Cl[CH2:16][C:17]1[C:18]([CH3:23])=[N:19][CH:20]=[CH:21][CH:22]=1.C([O-])([O-])=O.[K+].[K+].[I-].[K+]. (2) The reactants are: [Cl:1][C:2]1[C:10]2[N:6]([C:7]([CH2:14][CH2:15][OH:16])=[CH:8][C:9]=2[C:11]([OH:13])=O)[CH:5]=[CH:4][CH:3]=1.CCN=C=NCCCN(C)C.C1C=CC2N(O)N=NC=2C=1.CCN(CC)CC.[CH:45]1([CH2:51][NH2:52])[CH2:50][CH2:49][CH2:48][CH2:47][CH2:46]1. Given the product [Cl:1][C:2]1[C:10]2[N:6]([C:7]([CH2:14][CH2:15][OH:16])=[CH:8][C:9]=2[C:11]([NH:52][CH2:51][CH:45]2[CH2:50][CH2:49][CH2:48][CH2:47][CH2:46]2)=[O:13])[CH:5]=[CH:4][CH:3]=1, predict the reactants needed to synthesize it.